From a dataset of Drug-target binding data from BindingDB using Ki measurements. Regression. Given a target protein amino acid sequence and a drug SMILES string, predict the binding affinity score between them. We predict pKi (pKi = -log10(Ki in M); higher means stronger inhibition). Dataset: bindingdb_ki. (1) The compound is COc1ccc(N2CCN(CCC3OCCc4cc(C(N)=O)ccc43)CC2)cc1. The target protein (Q9N2B7) has sequence MEEPGAQCAPPPAGSETWVPQANLSSAPSQNCSAKDYIYQDSIALPWKVLLVMLLALITLATTLSNAFVIATVYRTRKLHTPANYLIASLAVTDLLVSILVMPISTMYTVTGRWTLGQVVCDFWLSSDITCCTASILHLCVIALDRYWAITDAVEYSAKRTPKRAAVMIALVWVFSISISLPPFFWRQAKAEEEVSECVVNTDHILYTVYSTVGAFYFPTLLLIALYGRIYVEARSRILKQTPNRTGKRLTRAQLITDSPGSTSSVTSINSRVPDVPSESGSPVYVNQVKVRVSDALLEKKKLMAARERKATKTLGIILGAFIVCWLPFFIISLVMPICKDACWFHLAIFDFFTWLGYLNSLINPIIYTMSNEDFKQAFHKLIRFKCTS. The pKi is 5.2. (2) The compound is CC(C)CN(C[C@@H](O)[C@H](Cc1ccccc1)NC(=O)c1cccc(O)c1)S(=O)(=O)c1ccc(-c2ccno2)s1. The target protein sequence is PQITLWQRPLVTVKIGGQLREALLDTGADNTVLEDINLPGKWKPKMIGGIGGFIKVKQYEQVLIEICGKKAIGTVLVGPTPVNIIGRDMLTQIGCTLNF. The pKi is 8.9.